Dataset: Catalyst prediction with 721,799 reactions and 888 catalyst types from USPTO. Task: Predict which catalyst facilitates the given reaction. (1) Reactant: C(O[C:6](=O)[N:7](C)[C:8]1[S:12][C:11]([C:13]2[CH:14]=[N:15][CH:16]=[CH:17][CH:18]=2)=[N:10][C:9]=1[C:19]([F:22])([F:21])[F:20])(C)(C)C.FC(F)(F)C(O)=O. Product: [CH3:6][NH:7][C:8]1[S:12][C:11]([C:13]2[CH:14]=[N:15][CH:16]=[CH:17][CH:18]=2)=[N:10][C:9]=1[C:19]([F:21])([F:20])[F:22]. The catalyst class is: 26. (2) Reactant: Br[C:2]1[CH:3]=[C:4]([F:11])[CH:5]=[C:6]2[C:10]=1[NH:9][CH:8]=[CH:7]2.C(Cl)Cl.[CH3:15][N:16](C=O)C. Product: [F:11][C:4]1[CH:5]=[C:6]2[C:10](=[C:2]([C:15]#[N:16])[CH:3]=1)[NH:9][CH:8]=[CH:7]2. The catalyst class is: 380. (3) Reactant: Cl[C:2]1[C:3](=[O:26])[C:4](=[O:25])[C:5]=1[NH:6][C:7]1[CH:12]=[CH:11][C:10]([Cl:13])=[C:9]([S:14]([N:17]2[CH2:22][CH2:21][N:20]([CH3:23])[CH2:19][CH2:18]2)(=[O:16])=[O:15])[C:8]=1[OH:24].[NH2:27][C:28]1[CH:33]=[CH:32][CH:31]=[CH:30][CH:29]=1.O.Cl. The catalyst class is: 3. Product: [Cl:13][C:10]1[CH:11]=[CH:12][C:7]([NH:6][C:5]2[C:4](=[O:25])[C:3](=[O:26])[C:2]=2[NH:27][C:28]2[CH:33]=[CH:32][CH:31]=[CH:30][CH:29]=2)=[C:8]([OH:24])[C:9]=1[S:14]([N:17]1[CH2:22][CH2:21][N:20]([CH3:23])[CH2:19][CH2:18]1)(=[O:16])=[O:15]. (4) Reactant: [C:1]([O:5][C:6]([N:8]1[CH2:13][C@H:12]([CH2:14][N:15]2[CH:19]=[CH:18][CH:17]=[N:16]2)[N:11](CC2C=CC=CC=2)[CH2:10][C@H:9]1[CH3:27])=[O:7])([CH3:4])([CH3:3])[CH3:2]. Product: [C:1]([O:5][C:6]([N:8]1[CH2:13][C@H:12]([CH2:14][N:15]2[CH:19]=[CH:18][CH:17]=[N:16]2)[NH:11][CH2:10][C@H:9]1[CH3:27])=[O:7])([CH3:4])([CH3:2])[CH3:3]. The catalyst class is: 43.